This data is from Catalyst prediction with 721,799 reactions and 888 catalyst types from USPTO. The task is: Predict which catalyst facilitates the given reaction. (1) Reactant: Cl[C:2]1[CH:7]=[CH:6][C:5]([Cl:8])=[CH:4][C:3]=1[N+:9]([O-:11])=[O:10].[C:12]1([SH:18])[CH:17]=[CH:16][CH:15]=[CH:14][CH:13]=1.[OH-].[Na+]. Product: [Cl:8][C:5]1[CH:6]=[CH:7][C:2]([S:18][C:12]2[CH:17]=[CH:16][CH:15]=[CH:14][CH:13]=2)=[C:3]([N+:9]([O-:11])=[O:10])[CH:4]=1. The catalyst class is: 14. (2) Reactant: C1CCN2C(=NCCC2)CC1.[CH2:12]([N:16]1[C:20]([C:21](SC)=[O:22])=[C:19]([CH:25]=O)[N:18]=[C:17]1[N:27]1[CH2:32][CH2:31][N:30]([C:33]([O:35][C:36]([CH3:39])([CH3:38])[CH3:37])=[O:34])[CH2:29][CH2:28]1)[C:13]#[C:14][CH3:15].[CH2:40]([O:47][C:48]([NH:50][CH:51](P(OC)(OC)=O)[C:52]([O:54][CH3:55])=[O:53])=[O:49])[C:41]1[CH:46]=[CH:45][CH:44]=[CH:43][CH:42]=1. Product: [CH3:55][O:54][C:52]([C:51]1[N:50]([C:48]([O:47][CH2:40][C:41]2[CH:42]=[CH:43][CH:44]=[CH:45][CH:46]=2)=[O:49])[C:21](=[O:22])[C:20]2[N:16]([CH2:12][C:13]#[C:14][CH3:15])[C:17]([N:27]3[CH2:32][CH2:31][N:30]([C:33]([O:35][C:36]([CH3:39])([CH3:37])[CH3:38])=[O:34])[CH2:29][CH2:28]3)=[N:18][C:19]=2[CH:25]=1)=[O:53]. The catalyst class is: 4. (3) The catalyst class is: 5. Product: [OH:10][C@H:11]1[CH2:15][CH2:14][N:13]([CH2:16][CH2:17][C:18]2[CH:19]=[CH:20][C:21]([O:24][CH3:25])=[CH:22][CH:23]=2)[CH2:12]1. Reactant: [N+](C1C=CC(C([O:10][C@H:11]2[CH2:15][CH2:14][N:13]([CH2:16][CH2:17][C:18]3[CH:23]=[CH:22][C:21]([O:24][CH3:25])=[CH:20][CH:19]=3)[CH2:12]2)=O)=CC=1)([O-])=O.O1CCCC1.O.[Li+].[OH-].